From a dataset of Full USPTO retrosynthesis dataset with 1.9M reactions from patents (1976-2016). Predict the reactants needed to synthesize the given product. (1) Given the product [CH3:1][C:2]1([CH3:29])[O:6][C@@H:5]2[O:7][C@H:8]([CH2:10][OH:11])[CH2:9][C@@H:4]2[O:3]1, predict the reactants needed to synthesize it. The reactants are: [CH3:1][C:2]1([CH3:29])[O:6][C@@H:5]2[O:7][C@H:8]([CH2:10][O:11][Si](C(C)(C)C)(C3C=CC=CC=3)C3C=CC=CC=3)[CH2:9][C@@H:4]2[O:3]1.CCCC[N+](CCCC)(CCCC)CCCC.[F-]. (2) Given the product [CH3:23][C:18]([C:17]1[NH:6][C:7]2[C:8]([CH:16]=1)=[CH:9][C:10]([N+:13]([O-:15])=[O:14])=[CH:11][CH:12]=2)([CH3:24])[C:19]([O:21][CH3:22])=[O:20], predict the reactants needed to synthesize it. The reactants are: C([NH:6][C:7]1[CH:12]=[CH:11][C:10]([N+:13]([O-:15])=[O:14])=[CH:9][C:8]=1[C:16]#[C:17][C:18]([CH3:24])([CH3:23])[C:19]([O:21][CH3:22])=[O:20])(=O)CCC. (3) Given the product [F:24][C:12]1[CH:11]=[C:10]([CH2:9][N:6]2[C:7](=[O:8])[C:2]([C:36]3[CH:37]=[CH:38][C:33]([O:32][CH:29]([CH3:31])[CH3:30])=[CH:34][CH:35]=3)=[C:3]([CH3:28])[N:4]=[C:5]2[CH2:25][CH2:26][CH3:27])[CH:15]=[CH:14][C:13]=1[C:16]1[C:17]([C:22]#[N:23])=[CH:18][CH:19]=[CH:20][CH:21]=1, predict the reactants needed to synthesize it. The reactants are: Br[C:2]1[C:7](=[O:8])[N:6]([CH2:9][C:10]2[CH:15]=[CH:14][C:13]([C:16]3[C:17]([C:22]#[N:23])=[CH:18][CH:19]=[CH:20][CH:21]=3)=[C:12]([F:24])[CH:11]=2)[C:5]([CH2:25][CH2:26][CH3:27])=[N:4][C:3]=1[CH3:28].[CH:29]([O:32][C:33]1[CH:38]=[CH:37][C:36](B(O)O)=[CH:35][CH:34]=1)([CH3:31])[CH3:30].C(=O)([O-])[O-].[Cs+].[Cs+].O1CCOCC1. (4) The reactants are: [CH3:1][O:2][CH2:3][CH2:4][CH2:5][C:6]1[C:16]2[O:15][CH2:14][CH2:13][N:12](C(OC(C)(C)C)=O)[CH2:11][C:10]=2[CH:9]=[CH:8][CH:7]=1.C(OCC)(=O)C.[ClH:30]. Given the product [ClH:30].[CH3:1][O:2][CH2:3][CH2:4][CH2:5][C:6]1[C:16]2[O:15][CH2:14][CH2:13][NH:12][CH2:11][C:10]=2[CH:9]=[CH:8][CH:7]=1, predict the reactants needed to synthesize it. (5) Given the product [F:40][C:41]1[CH:42]=[C:43]([CH:61]=[C:62]([F:64])[CH:63]=1)[CH2:44][N:45]1[C:49]([CH3:50])=[C:48]([C:2]2[C:10]3[C:5](=[N:6][CH:7]=[C:8]([C:11]4[CH:16]=[CH:15][C:14]([N:17]5[CH2:22][CH2:21][N:20]([C:23]([O:25][C:26]([CH3:29])([CH3:28])[CH3:27])=[O:24])[CH2:19][CH2:18]5)=[CH:13][CH:12]=4)[CH:9]=3)[N:4]([S:30]([C:33]3[CH:39]=[CH:38][C:36]([CH3:37])=[CH:35][CH:34]=3)(=[O:32])=[O:31])[CH:3]=2)[C:47]([CH3:60])=[N:46]1, predict the reactants needed to synthesize it. The reactants are: I[C:2]1[C:10]2[C:5](=[N:6][CH:7]=[C:8]([C:11]3[CH:16]=[CH:15][C:14]([N:17]4[CH2:22][CH2:21][N:20]([C:23]([O:25][C:26]([CH3:29])([CH3:28])[CH3:27])=[O:24])[CH2:19][CH2:18]4)=[CH:13][CH:12]=3)[CH:9]=2)[N:4]([S:30]([C:33]2[CH:39]=[CH:38][C:36]([CH3:37])=[CH:35][CH:34]=2)(=[O:32])=[O:31])[CH:3]=1.[F:40][C:41]1[CH:42]=[C:43]([CH:61]=[C:62]([F:64])[CH:63]=1)[CH2:44][N:45]1[C:49]([CH3:50])=[C:48](B2OC(C)(C)C(C)(C)O2)[C:47]([CH3:60])=[N:46]1.C(=O)([O-])[O-].[Na+].[Na+]. (6) Given the product [CH3:41][C:38]([O:37][C:35]([N:32]1[CH2:33][CH2:34][N:29]([C:27]([C:18]2[C:17]([NH:16][C:14]([NH:13][C:6]3[C:5]([CH3:4])=[CH:10][C:9]([CH3:11])=[CH:8][C:7]=3[CH3:12])=[O:15])=[CH:26][C:25]3[C:20](=[CH:21][CH:22]=[CH:23][CH:24]=3)[CH:19]=2)=[O:28])[C@H:30]([C:42]([OH:44])=[O:43])[CH2:31]1)=[O:36])([CH3:39])[CH3:40], predict the reactants needed to synthesize it. The reactants are: O.[OH-].[Li+].[CH3:4][C:5]1[CH:10]=[C:9]([CH3:11])[CH:8]=[C:7]([CH3:12])[C:6]=1[NH:13][C:14]([NH:16][C:17]1[C:18]([C:27]([N:29]2[CH2:34][CH2:33][N:32]([C:35]([O:37][C:38]([CH3:41])([CH3:40])[CH3:39])=[O:36])[CH2:31][C@H:30]2[C:42]([O:44]C)=[O:43])=[O:28])=[CH:19][C:20]2[C:25]([CH:26]=1)=[CH:24][CH:23]=[CH:22][CH:21]=2)=[O:15].O.Cl. (7) Given the product [CH3:19][C:18]1[N:13]2[C:14]([CH:15]=[CH:16][CH:17]=1)=[CH:20][C:3]([C:5]1[CH:10]=[CH:9][C:8]([O:11][CH3:12])=[CH:7][CH:6]=1)=[CH:2]2, predict the reactants needed to synthesize it. The reactants are: Br[CH2:2][C:3]([C:5]1[CH:10]=[CH:9][C:8]([O:11][CH3:12])=[CH:7][CH:6]=1)=O.[N:13]1[C:18]([CH3:19])=[CH:17][CH:16]=[CH:15][C:14]=1[CH3:20].C(=O)([O-])[O-].[K+].[K+]. (8) Given the product [CH3:34][N:35]([CH3:37])/[CH:36]=[CH:2]/[C:1]([C:4]1[CH:31]=[CH:30][C:7]([O:8][C:9]2[CH:10]=[C:11]([CH:21]=[C:22]([O:24][C@@H:25]([CH3:29])[CH2:26][O:27][CH3:28])[CH:23]=2)[C:12]([NH:14][C:15]2[CH:19]=[CH:18][N:17]([CH3:20])[N:16]=2)=[O:13])=[CH:6][CH:5]=1)=[O:3], predict the reactants needed to synthesize it. The reactants are: [C:1]([C:4]1[CH:31]=[CH:30][C:7]([O:8][C:9]2[CH:10]=[C:11]([CH:21]=[C:22]([O:24][C@@H:25]([CH3:29])[CH2:26][O:27][CH3:28])[CH:23]=2)[C:12]([NH:14][C:15]2[CH:19]=[CH:18][N:17]([CH3:20])[N:16]=2)=[O:13])=[CH:6][CH:5]=1)(=[O:3])[CH3:2].CO[CH:34](OC)[N:35]([CH3:37])[CH3:36].